This data is from Catalyst prediction with 721,799 reactions and 888 catalyst types from USPTO. The task is: Predict which catalyst facilitates the given reaction. (1) Reactant: [CH3:1][O:2][C:3]([C:5]1[S:6][C:7]([C:14]([OH:16])=O)=[CH:8][C:9]=1[C:10]([F:13])([F:12])[F:11])=[O:4].C(N(CC)CC)C.C(Cl)CCl.C1C=CC2N(O)N=NC=2C=1.Cl.[NH2:39][CH2:40][C:41]1[CH:49]=[CH:48][CH:47]=[C:46]2[C:42]=1[CH2:43][C:44](=[O:50])[NH:45]2. Product: [CH3:1][O:2][C:3]([C:5]1[S:6][C:7]([C:14](=[O:16])[NH:39][CH2:40][C:41]2[CH:49]=[CH:48][CH:47]=[C:46]3[C:42]=2[CH2:43][C:44](=[O:50])[NH:45]3)=[CH:8][C:9]=1[C:10]([F:11])([F:12])[F:13])=[O:4]. The catalyst class is: 3. (2) Reactant: [CH:1]1([CH2:4][C:5](N(OC)C)=[O:6])[CH2:3][CH2:2]1.[CH2:11]([Mg]Br)[CH:12]=[CH2:13]. Product: [CH:1]1([CH2:4][C:5](=[O:6])[CH2:13][CH:12]=[CH2:11])[CH2:3][CH2:2]1. The catalyst class is: 7. (3) Reactant: C(=O)([O-])[O-].[K+].[K+].C(C(C(C(O)=O)O)O)(O)=O.[CH3:17][C@@H:18]1[CH2:22][CH2:21][CH2:20][NH:19]1.CC1C=CC(S(O[CH2:34][CH2:35][C:36]2[O:37][C:38]3[CH:44]=[CH:43][C:42]([C:45]4[CH:50]=[CH:49][C:48]([C:51]#[N:52])=[CH:47][CH:46]=4)=[CH:41][C:39]=3[CH:40]=2)(=O)=O)=CC=1. Product: [CH3:17][C@@H:18]1[CH2:22][CH2:21][CH2:20][N:19]1[CH2:34][CH2:35][C:36]1[O:37][C:38]2[CH:44]=[CH:43][C:42]([C:45]3[CH:50]=[CH:49][C:48]([C:51]#[N:52])=[CH:47][CH:46]=3)=[CH:41][C:39]=2[CH:40]=1. The catalyst class is: 10. (4) Product: [CH2:1]([N:8]1[CH2:12][CH2:11][C:10]([F:16])([C:13]([NH:61][C:60]2[CH:62]=[CH:63][C:57]([F:56])=[C:58]([CH3:64])[CH:59]=2)=[O:15])[CH2:9]1)[C:2]1[CH:3]=[CH:4][CH:5]=[CH:6][CH:7]=1. The catalyst class is: 18. Reactant: [CH2:1]([N:8]1[CH2:12][CH2:11][C:10]([F:16])([C:13]([OH:15])=O)[CH2:9]1)[C:2]1[CH:7]=[CH:6][CH:5]=[CH:4][CH:3]=1.Cl.C(N(CC)CC)C.C(N(CC)CC)C.CN(C(ON1N=NC2C=CC=NC1=2)=[N+](C)C)C.F[P-](F)(F)(F)(F)F.[F:56][C:57]1[CH:63]=[CH:62][C:60]([NH2:61])=[CH:59][C:58]=1[CH3:64]. (5) The catalyst class is: 3. Reactant: [Cl:1][C:2]1[CH:7]=[C:6]([O:8][CH2:9][C:10]2[CH:15]=[CH:14][CH:13]=[CH:12][CH:11]=2)[CH:5]=[C:4]([Cl:16])[C:3]=1[OH:17].Br[CH2:19][CH2:20][CH2:21][CH2:22][Cl:23].C(=O)([O-])[O-].[K+].[K+].[Cl-].[Na+]. Product: [Cl:1][C:2]1[CH:7]=[C:6]([O:8][CH2:9][C:10]2[CH:15]=[CH:14][CH:13]=[CH:12][CH:11]=2)[CH:5]=[C:4]([Cl:16])[C:3]=1[O:17][CH2:19][CH2:20][CH2:21][CH2:22][Cl:23]. (6) The catalyst class is: 6. Product: [I-:1].[C:5]([CH2:6][N:7]1[CH2:8][CH2:9][N+:10]([CH3:14])([CH3:13])[CH2:11][CH2:12]1)([OH:15])=[O:4]. Reactant: [I-:1].C([O:4][C:5](=[O:15])[CH2:6][N:7]1[CH2:12][CH2:11][N+:10]([CH3:14])([CH3:13])[CH2:9][CH2:8]1)C. (7) Reactant: [CH3:1][C:2]([C:4]1[CH:9]=[CH:8][C:7]([NH2:10])=[CH:6][CH:5]=1)=[O:3].[BH4-].[Na+]. Product: [NH2:10][C:7]1[CH:8]=[CH:9][C:4]([CH:2]([OH:3])[CH3:1])=[CH:5][CH:6]=1. The catalyst class is: 5. (8) Reactant: Br[C:2]1[CH:3]=[C:4]2[O:10][C:9]([C:11]([O:13][CH2:14][CH3:15])=[O:12])=[C:8]([NH:16][C:17]([O:19][C:20]([CH3:23])([CH3:22])[CH3:21])=[O:18])[C:5]2=[N:6][CH:7]=1.C(=O)([O-])[O-].[K+].[K+].[C:30](B1OC(C)(C)C(C)(C)O1)([CH3:32])=[CH2:31]. Product: [C:20]([O:19][C:17]([NH:16][C:8]1[C:5]2=[N:6][CH:7]=[C:2]([C:30]([CH3:32])=[CH2:31])[CH:3]=[C:4]2[O:10][C:9]=1[C:11]([O:13][CH2:14][CH3:15])=[O:12])=[O:18])([CH3:23])([CH3:22])[CH3:21]. The catalyst class is: 70. (9) Reactant: [CH2:1]([C:8]1[CH:9]=[C:10]([CH:14]=[CH:15][CH:16]=1)[C:11](O)=[O:12])[C:2]1[CH:7]=[CH:6][CH:5]=[CH:4][CH:3]=1.C(Cl)(=O)C(Cl)=O.[NH4+:23].[OH-]. Product: [CH2:1]([C:8]1[CH:9]=[C:10]([CH:14]=[CH:15][CH:16]=1)[C:11]([NH2:23])=[O:12])[C:2]1[CH:7]=[CH:6][CH:5]=[CH:4][CH:3]=1. The catalyst class is: 85. (10) Reactant: [OH:1][N:2]1[C:10](=[O:11])[C:9]2[C:4](=[CH:5][CH:6]=[CH:7][CH:8]=2)[C:3]1=[O:12].Br[CH2:14][CH2:15][Cl:16].C(N(CC)CC)C. Product: [Cl:16][CH2:15][CH2:14][O:1][N:2]1[C:10](=[O:11])[C:9]2[C:4](=[CH:5][CH:6]=[CH:7][CH:8]=2)[C:3]1=[O:12]. The catalyst class is: 3.